From a dataset of Reaction yield outcomes from USPTO patents with 853,638 reactions. Predict the reaction yield, written as a fraction of the theoretical maximum amount of product (1.0 means a 100% yield; for example, 0.34 means a 34% yield). (1) The reactants are [CH2:1]([O:8][C:9](=[O:21])[NH:10][C@H:11]([C:16]1[N:17]=[N:18][NH:19][N:20]=1)[C:12]([CH3:15])([CH3:14])[CH3:13])[C:2]1[CH:7]=[CH:6][CH:5]=[CH:4][CH:3]=1.[C:22](=O)([O-])[O-].[K+].[K+].CI. The catalyst is CC(C)=O. The product is [CH2:1]([O:8][C:9](=[O:21])[NH:10][C@H:11]([C:16]1[N:20]=[N:19][N:18]([CH3:22])[N:17]=1)[C:12]([CH3:15])([CH3:14])[CH3:13])[C:2]1[CH:3]=[CH:4][CH:5]=[CH:6][CH:7]=1. The yield is 0.680. (2) The reactants are C(O[C:4](=[O:20])[C:5](=[CH:11][NH:12][C:13]1[CH2:18][CH2:17][CH2:16][C:15](=[O:19])[CH:14]=1)[C:6]([O:8][CH2:9][CH3:10])=[O:7])C.C1(OC2C=CC=CC=2)C=CC=CC=1. The catalyst is CCCCCC. The product is [CH2:9]([O:8][C:6]([C:5]1[C:4](=[O:20])[C:14]2[C:15](=[O:19])[CH2:16][CH2:17][CH2:18][C:13]=2[NH:12][CH:11]=1)=[O:7])[CH3:10]. The yield is 0.720. (3) The reactants are [C:1](=[NH:14])([C:8]1[CH:13]=[CH:12][CH:11]=[CH:10][CH:9]=1)[C:2]1[CH:7]=[CH:6][CH:5]=[CH:4][CH:3]=1.C(=O)([O-])[O-].[Cs+].[Cs+].Br[C:22]1[CH:23]=[C:24]([N:32]2[CH2:36][CH:35]([CH3:37])[O:34][C:33]2=[O:38])[CH:25]=[C:26]([C:28]([F:31])([F:30])[F:29])[CH:27]=1.CCOC(C)=O. The catalyst is O1CCOCC1.C1C=CC(/C=C/C(/C=C/C2C=CC=CC=2)=O)=CC=1.C1C=CC(/C=C/C(/C=C/C2C=CC=CC=2)=O)=CC=1.C1C=CC(/C=C/C(/C=C/C2C=CC=CC=2)=O)=CC=1.[Pd].[Pd].C1(P(C2C=CC=CC=2)C2C=CC3C(=CC=CC=3)C=2C2C3C(=CC=CC=3)C=CC=2P(C2C=CC=CC=2)C2C=CC=CC=2)C=CC=CC=1. The product is [C:2]1([C:1](=[N:14][C:22]2[CH:23]=[C:24]([N:32]3[CH2:36][CH:35]([CH3:37])[O:34][C:33]3=[O:38])[CH:25]=[C:26]([C:28]([F:29])([F:30])[F:31])[CH:27]=2)[C:8]2[CH:9]=[CH:10][CH:11]=[CH:12][CH:13]=2)[CH:7]=[CH:6][CH:5]=[CH:4][CH:3]=1. The yield is 0.890. (4) The reactants are [CH3:1][C:2](=[N:6][OH:7])[C:3](=[O:5])[CH3:4].[Br:8][C:9]1[CH:10]=[C:11]([CH:14]=[CH:15][CH:16]=1)[CH:12]=O. The catalyst is C(O)(=O)C. The product is [Br:8][C:9]1[CH:10]=[C:11]([C:12]2[O:5][C:3]([CH3:4])=[C:2]([CH3:1])[N+:6]=2[O-:7])[CH:14]=[CH:15][CH:16]=1. The yield is 0.740.